This data is from TCR-epitope binding with 47,182 pairs between 192 epitopes and 23,139 TCRs. The task is: Binary Classification. Given a T-cell receptor sequence (or CDR3 region) and an epitope sequence, predict whether binding occurs between them. (1) The epitope is TEKSNIIRGW. The TCR CDR3 sequence is CASSPLAGGSLDTQYF. Result: 0 (the TCR does not bind to the epitope). (2) The epitope is KLSYGIATV. The TCR CDR3 sequence is CSVEGPLDTQYF. Result: 1 (the TCR binds to the epitope).